This data is from Reaction yield outcomes from USPTO patents with 853,638 reactions. The task is: Predict the reaction yield, written as a fraction of the theoretical maximum amount of product (1.0 means a 100% yield; for example, 0.34 means a 34% yield). (1) The reactants are Cl[Sn](Cl)(Cl)Cl.[CH3:6][C:7]1[S:11][C:10]2[CH:12]=[CH:13][CH:14]=[CH:15][C:9]=2[CH:8]=1.[CH3:16][O:17]C(Cl)Cl.Cl. The catalyst is C(Cl)Cl. The product is [CH3:6][C:7]1[S:11][C:10]2[CH:12]=[CH:13][CH:14]=[CH:15][C:9]=2[C:8]=1[CH:16]=[O:17]. The yield is 0.980. (2) The reactants are [CH2:1]([NH:3][C:4]([NH:6][C:7]1[S:8][C:9]2[C:15]([C:16]3[N:17]=[C:18]([O:21]C)[S:19][CH:20]=3)=[CH:14][C:13]([C:23]3[CH:24]=[N:25][CH:26]=[CH:27][CH:28]=3)=[CH:12][C:10]=2[N:11]=1)=[O:5])[CH3:2].B(Br)(Br)Br. The catalyst is C(Cl)Cl. The product is [CH2:1]([NH:3][C:4]([NH:6][C:7]1[S:8][C:9]2[C:15]([C:16]3[N:17]=[C:18]([OH:21])[S:19][CH:20]=3)=[CH:14][C:13]([C:23]3[CH:24]=[N:25][CH:26]=[CH:27][CH:28]=3)=[CH:12][C:10]=2[N:11]=1)=[O:5])[CH3:2]. The yield is 0.0700.